Task: Predict the product of the given reaction.. Dataset: Forward reaction prediction with 1.9M reactions from USPTO patents (1976-2016) (1) The product is: [N:15]1([CH2:22][C:23]2[CH:31]=[C:30]([OH:32])[CH:29]=[C:28]3[C:24]=2[CH:25]=[CH:26][N:27]3[S:34]([C:37]2[CH:42]=[CH:41][CH:40]=[CH:39][CH:38]=2)(=[O:36])=[O:35])[CH2:21][CH2:20][CH2:19][NH:18][CH2:17][CH2:16]1. Given the reactants FC(F)(F)C(O)=O.FC(F)(F)C(O)=O.[N:15]1([CH2:22][C:23]2[CH:31]=[C:30]([O:32]C)[CH:29]=[C:28]3[C:24]=2[CH:25]=[CH:26][N:27]3[S:34]([C:37]2[CH:42]=[CH:41][CH:40]=[CH:39][CH:38]=2)(=[O:36])=[O:35])[CH2:21][CH2:20][CH2:19][NH:18][CH2:17][CH2:16]1.Br.C([O-])(O)=O.[Na+], predict the reaction product. (2) Given the reactants [CH3:1][CH:2]([CH3:5])[CH2:3][OH:4].[H-].[Na+].[Br:8][C:9]1[CH:10]=[C:11]([Cl:16])[C:12](Cl)=[N:13][CH:14]=1, predict the reaction product. The product is: [Br:8][C:9]1[CH:10]=[C:11]([Cl:16])[C:12]([O:4][CH2:3][CH:2]([CH3:5])[CH3:1])=[N:13][CH:14]=1. (3) Given the reactants ClC(Cl)(Cl)C(=N)O[C:5]([C:8]1[CH:13]=[CH:12][CH:11]=[CH:10][CH:9]=1)([CH3:7])[CH3:6].[CH:17]1([C:22]([OH:24])=[O:23])[CH2:21][CH:20]=[CH:19][CH2:18]1, predict the reaction product. The product is: [CH:17]1([C:22]([O:24][C:5]([C:8]2[CH:13]=[CH:12][CH:11]=[CH:10][CH:9]=2)([CH3:7])[CH3:6])=[O:23])[CH2:21][CH:20]=[CH:19][CH2:18]1. (4) Given the reactants [CH2:1]([N:8]([CH2:19][C:20]1[CH:25]=[CH:24][CH:23]=[CH:22][CH:21]=1)[C:9]1[CH:14]=[CH:13][C:12](Br)=[CH:11][C:10]=1[O:16][CH2:17][CH3:18])[C:2]1[CH:7]=[CH:6][CH:5]=[CH:4][CH:3]=1.[N:26]1([C:32]([O:34][C:35]([CH3:38])([CH3:37])[CH3:36])=[O:33])[CH2:31][CH2:30][NH:29][CH2:28][CH2:27]1.C1(P(C2C=CC=CC=2)C2C=CC3C(=CC=CC=3)C=2C2C3C(=CC=CC=3)C=CC=2P(C2C=CC=CC=2)C2C=CC=CC=2)C=CC=CC=1.C(=O)([O-])[O-].[Cs+].[Cs+], predict the reaction product. The product is: [CH2:1]([N:8]([CH2:19][C:20]1[CH:25]=[CH:24][CH:23]=[CH:22][CH:21]=1)[C:9]1[CH:14]=[CH:13][C:12]([N:29]2[CH2:28][CH2:27][N:26]([C:32]([O:34][C:35]([CH3:38])([CH3:37])[CH3:36])=[O:33])[CH2:31][CH2:30]2)=[CH:11][C:10]=1[O:16][CH2:17][CH3:18])[C:2]1[CH:7]=[CH:6][CH:5]=[CH:4][CH:3]=1.